Dataset: Full USPTO retrosynthesis dataset with 1.9M reactions from patents (1976-2016). Task: Predict the reactants needed to synthesize the given product. (1) Given the product [C:27]([S:26]([CH2:25][C@@H:24]([N:6]1[C@H:7]([C:17]2[CH:18]=[CH:19][C:20]([Cl:23])=[CH:21][CH:22]=2)[C@@H:8]([C:10]2[CH:11]=[N:12][CH:13]=[C:14]([Cl:16])[CH:15]=2)[CH2:9][C@@:4]([CH2:36][C:35]([OH:38])=[O:37])([CH3:1])[C:5]1=[O:33])[CH2:31][CH3:32])(=[O:40])=[O:45])([CH3:28])([CH3:30])[CH3:29], predict the reactants needed to synthesize it. The reactants are: [CH2:1]([C@@:4]1(C)[CH2:9][C@H:8]([C:10]2[CH:11]=[N:12][CH:13]=[C:14]([Cl:16])[CH:15]=2)[C@@H:7]([C:17]2[CH:22]=[CH:21][C:20]([Cl:23])=[CH:19][CH:18]=2)[N:6]([C@@H:24]([CH2:31][CH3:32])[CH2:25][S:26][C:27]([CH3:30])([CH3:29])[CH3:28])[C:5]1=[O:33])C=C.[C:35]([OH:38])(=[O:37])[CH3:36].[Mn]([O-])(=O)(=O)=[O:40].[K+].[OH2:45]. (2) Given the product [CH3:22][C:3]1[CH:4]=[C:5]([C:8](=[O:21])[CH2:9][CH2:10][C:11]2[S:12][C:13]3[CH:20]=[CH:19][CH:18]=[CH:17][C:14]=3[C:15]=2[CH3:16])[CH:6]=[CH:7][C:2]=1[O:1][CH2:30][C:31]([O:33][CH2:34][CH3:35])=[O:32], predict the reactants needed to synthesize it. The reactants are: [OH:1][C:2]1[CH:7]=[CH:6][C:5]([C:8](=[O:21])[CH2:9][CH2:10][C:11]2[S:12][C:13]3[CH:20]=[CH:19][CH:18]=[CH:17][C:14]=3[C:15]=2[CH3:16])=[CH:4][C:3]=1[CH3:22].C(=O)([O-])[O-].[K+].[K+].Br[CH2:30][C:31]([O:33][CH2:34][CH3:35])=[O:32].[Cl-].[NH4+]. (3) Given the product [F:21][C@@H:19]1[CH2:20][N:16]([C:14](=[O:15])[CH2:13][NH:12][C:7]23[CH2:6][CH2:5][C:4]([C:1]([NH:31][CH:27]([CH2:28][CH2:29][CH3:30])[CH2:26][CH2:25][CH3:24])=[O:3])([CH2:9][CH2:8]2)[CH2:11][CH2:10]3)[C@H:17]([C:22]#[N:23])[CH2:18]1, predict the reactants needed to synthesize it. The reactants are: [C:1]([C:4]12[CH2:11][CH2:10][C:7]([NH:12][CH2:13][C:14]([N:16]3[CH2:20][C@@H:19]([F:21])[CH2:18][C@H:17]3[C:22]#[N:23])=[O:15])([CH2:8][CH2:9]1)[CH2:6][CH2:5]2)([OH:3])=O.[CH3:24][CH2:25][CH2:26][CH:27]([NH2:31])[CH2:28][CH2:29][CH3:30]. (4) Given the product [F:29][C:26]([F:27])([F:28])[C:24]1[CH:23]=[C:22]([C:30]2[CH:35]=[CH:34][C:33]([C:36]([F:38])([F:39])[F:37])=[CH:32][CH:31]=2)[N:21]=[C:20]([C:18]2[CH:17]=[CH:16][N:15]=[C:14]([C:11]3[S:10][C:9]([S:6]([NH2:5])(=[O:8])=[O:7])=[CH:13][CH:12]=3)[CH:19]=2)[CH:25]=1, predict the reactants needed to synthesize it. The reactants are: C([NH:5][S:6]([C:9]1[S:10][C:11]([C:14]2[CH:19]=[C:18]([C:20]3[CH:25]=[C:24]([C:26]([F:29])([F:28])[F:27])[CH:23]=[C:22]([C:30]4[CH:35]=[CH:34][C:33]([C:36]([F:39])([F:38])[F:37])=[CH:32][CH:31]=4)[N:21]=3)[CH:17]=[CH:16][N:15]=2)=[CH:12][CH:13]=1)(=[O:8])=[O:7])(C)(C)C.C(O)(C(F)(F)F)=O.